This data is from Forward reaction prediction with 1.9M reactions from USPTO patents (1976-2016). The task is: Predict the product of the given reaction. (1) Given the reactants [F:1][C:2]([C:5]1[CH:6]=[C:7](B2OC(C)(C)C(C)(C)O2)[CH:8]=[CH:9][CH:10]=1)([F:4])[CH3:3].[Cl:20][C:21]1[CH:22]=[C:23]([CH2:27][N:28]2[CH:32]=[CH:31][N:30]=[C:29]2[CH3:33])[N:24]=[N:25][CH:26]=1, predict the reaction product. The product is: [ClH:20].[F:4][C:2]([C:5]1[CH:6]=[C:7]([C:21]2[CH:22]=[C:23]([CH2:27][N:28]3[CH:32]=[CH:31][N:30]=[C:29]3[CH3:33])[N:24]=[N:25][CH:26]=2)[CH:8]=[CH:9][CH:10]=1)([F:1])[CH3:3]. (2) Given the reactants [OH:1][C:2]1[C:7]([N+:8]([O-])=O)=[CH:6][C:5]([O:11][CH2:12][C:13]2[CH:18]=[CH:17][CH:16]=[CH:15][CH:14]=2)=[CH:4][C:3]=1[C:19](=[O:21])[CH3:20].[CH3:22][CH:23]1CCC[O:24]1.[H][H].C(=O)([O-])[O-].[K+].[K+].ClCC(Cl)=O, predict the reaction product. The product is: [C:19]([C:3]1[C:2]2[O:1][CH2:22][C:23](=[O:24])[NH:8][C:7]=2[CH:6]=[C:5]([O:11][CH2:12][C:13]2[CH:18]=[CH:17][CH:16]=[CH:15][CH:14]=2)[CH:4]=1)(=[O:21])[CH3:20]. (3) Given the reactants [CH:1]1([OH:9])[CH2:8][CH2:7][CH2:6][CH2:5][CH2:4][CH2:3][CH2:2]1.[C:10]([O:15][CH2:16][CH2:17][N:18]=[C:19]=[O:20])(=[O:14])[C:11]([CH3:13])=[CH2:12], predict the reaction product. The product is: [CH:1]1([O:9][C:19]([NH:18][CH2:17][CH2:16][O:15][C:10](=[O:14])[C:11]([CH3:13])=[CH2:12])=[O:20])[CH2:8][CH2:7][CH2:6][CH2:5][CH2:4][CH2:3][CH2:2]1. (4) The product is: [CH2:21]([O:20][C:17]1[CH:16]=[CH:15][C:14]([N:11]2[C:12]([CH3:13])=[C:8]([C:6]([OH:7])=[O:5])[CH:9]=[N:10]2)=[CH:19][CH:18]=1)[CH3:22]. Given the reactants [OH-].[Na+].C([O:5][C:6]([C:8]1[CH:9]=[N:10][N:11]([C:14]2[CH:19]=[CH:18][C:17]([O:20][CH2:21][CH3:22])=[CH:16][CH:15]=2)[C:12]=1[CH3:13])=[O:7])C.Cl, predict the reaction product. (5) Given the reactants O1CCCC1.[S:6]1[CH:10]=[CH:9][C:8]([CH2:11][O:12][C:13]2[CH:18]=[CH:17][C:16]([CH2:19][C:20](Cl)=[N:21][OH:22])=[CH:15][CH:14]=2)=[CH:7]1.[C:24]([C:26]1[C:27]([NH2:32])=[N:28][CH:29]=[CH:30][CH:31]=1)#[CH:25].C(N(CC)CC)C, predict the reaction product. The product is: [S:6]1[CH:10]=[CH:9][C:8]([CH2:11][O:12][C:13]2[CH:18]=[CH:17][C:16]([CH2:19][C:20]3[CH:25]=[C:24]([C:26]4[C:27]([NH2:32])=[N:28][CH:29]=[CH:30][CH:31]=4)[O:22][N:21]=3)=[CH:15][CH:14]=2)=[CH:7]1.